Dataset: Forward reaction prediction with 1.9M reactions from USPTO patents (1976-2016). Task: Predict the product of the given reaction. (1) Given the reactants [OH:1][C:2]1[C:3](=[O:36])[N:4]([C:29]2[N:30]=[N:31][C:32]([CH3:35])=[CH:33][CH:34]=2)[CH:5]([C:18]2[CH:23]=[CH:22][C:21]([O:24][C:25]([F:28])([F:27])[F:26])=[CH:20][CH:19]=2)[C:6]=1[C:7](=[O:17])[C:8]1[CH:13]=[CH:12][C:11]([CH:14]([CH3:16])[CH3:15])=[CH:10][CH:9]=1.[C:37](OC(=O)C)(=[O:39])[CH3:38], predict the reaction product. The product is: [CH:14]([C:11]1[CH:12]=[CH:13][C:8]([C:7]([C:6]2[CH:5]([C:18]3[CH:23]=[CH:22][C:21]([O:24][C:25]([F:27])([F:28])[F:26])=[CH:20][CH:19]=3)[N:4]([C:29]3[N:30]=[N:31][C:32]([CH3:35])=[CH:33][CH:34]=3)[C:3](=[O:36])[C:2]=2[O:1][C:37](=[O:39])[CH3:38])=[O:17])=[CH:9][CH:10]=1)([CH3:16])[CH3:15]. (2) The product is: [CH3:29][S:28][C:24]1[N:25]=[C:26]([N:18]2[C:19]3[C:15](=[CH:14][CH:13]=[C:12]([C:8]4[CH:9]=[CH:10][CH:11]=[C:6]([N+:3]([O-:5])=[O:4])[CH:7]=4)[CH:20]=3)[CH:16]=[CH:17]2)[CH:27]=[CH:22][N:23]=1. Given the reactants [H-].[Na+].[N+:3]([C:6]1[CH:7]=[C:8]([C:12]2[CH:20]=[C:19]3[C:15]([CH:16]=[CH:17][NH:18]3)=[CH:14][CH:13]=2)[CH:9]=[CH:10][CH:11]=1)([O-:5])=[O:4].Cl[C:22]1[CH:27]=[CH:26][N:25]=[C:24]([S:28][CH3:29])[N:23]=1.O, predict the reaction product. (3) Given the reactants [C:1]([Cl:6])(=O)[C:2](Cl)=O.[I:7][C:8]1[CH:9]=C2[C:15](=[CH:16][CH:17]=1)[N:14]=[CH:13][N:12]=C2O.CN(C=O)C.C([O-])([O-])=O.[Na+].[Na+], predict the reaction product. The product is: [Cl:6][C:1]1[C:2]2[C:15](=[CH:16][CH:17]=[C:8]([I:7])[CH:9]=2)[N:14]=[CH:13][N:12]=1. (4) Given the reactants [OH:1][N:2]=[C:3]([C:5]1[N:6]=[N:7][C:8]([N:11]2[CH2:16][CH2:15][CH:14]([O:17][C:18]3[CH:23]=[CH:22][CH:21]=[CH:20][C:19]=3[C:24]([F:27])([F:26])[F:25])[CH2:13][CH2:12]2)=[CH:9][CH:10]=1)[NH2:4].[CH:28](OCC)(OCC)OCC.B(F)(F)F.CCOCC, predict the reaction product. The product is: [O:1]1[CH:28]=[N:4][C:3]([C:5]2[N:6]=[N:7][C:8]([N:11]3[CH2:16][CH2:15][CH:14]([O:17][C:18]4[CH:23]=[CH:22][CH:21]=[CH:20][C:19]=4[C:24]([F:27])([F:26])[F:25])[CH2:13][CH2:12]3)=[CH:9][CH:10]=2)=[N:2]1. (5) The product is: [C:18]([O:17][C:16]([NH:15][C@H:10]1[CH2:11][CH2:12][CH2:13][CH2:14][C@H:9]1[NH:8][C:7]1[N:6]=[C:5]([NH:23][C:24]2[CH:25]=[C:26]([CH3:30])[CH:27]=[CH:28][CH:29]=2)[C:4]2[C:31](=[O:34])[NH:32][CH2:33][C:3]=2[C:2]=1[C:47]1[CH:43]=[N:44][N:45]([C:48]([O:50][C:51]([CH3:54])([CH3:53])[CH3:52])=[O:49])[CH:46]=1)=[O:22])([CH3:21])([CH3:20])[CH3:19]. Given the reactants I[C:2]1[C:3]2[CH2:33][NH:32][C:31](=[O:34])[C:4]=2[C:5]([NH:23][C:24]2[CH:25]=[C:26]([CH3:30])[CH:27]=[CH:28][CH:29]=2)=[N:6][C:7]=1[NH:8][C@@H:9]1[CH2:14][CH2:13][CH2:12][CH2:11][C@@H:10]1[NH:15][C:16](=[O:22])[O:17][C:18]([CH3:21])([CH3:20])[CH3:19].CC1(C)C(C)(C)OB([C:43]2[CH:47]=[CH:46][N:45]([C:48]([O:50][C:51]([CH3:54])([CH3:53])[CH3:52])=[O:49])[N:44]=2)O1.C(=O)([O-])[O-].[Na+].[Na+], predict the reaction product.